Dataset: Full USPTO retrosynthesis dataset with 1.9M reactions from patents (1976-2016). Task: Predict the reactants needed to synthesize the given product. (1) Given the product [Cl:35][C:36]1[CH:43]=[CH:42][CH:41]=[C:40]([Cl:44])[C:37]=1[CH2:38][C:2]1[CH:3]=[C:4]([NH:14][C:15]2[CH:16]=[CH:17][C:18]([N:21]3[CH2:22][CH2:23][NH:24][CH2:25][CH2:26]3)=[CH:19][CH:20]=2)[C:5]2[C:11](=[O:12])[NH:10][CH2:9][CH2:8][NH:7][C:6]=2[N:13]=1, predict the reactants needed to synthesize it. The reactants are: Cl[C:2]1[CH:3]=[C:4]([NH:14][C:15]2[CH:20]=[CH:19][C:18]([N:21]3[CH2:26][CH2:25][N:24](C(OC(C)(C)C)=O)[CH2:23][CH2:22]3)=[CH:17][CH:16]=2)[C:5]2[C:11](=[O:12])[NH:10][CH2:9][CH2:8][NH:7][C:6]=2[N:13]=1.[Br-].[Cl:35][C:36]1[CH:43]=[CH:42][CH:41]=[C:40]([Cl:44])[C:37]=1[CH2:38][Zn+]. (2) Given the product [F:1][C:2]1[C:15]2[N:14]=[CH:13][C:12]3[N:11]([CH3:16])[CH:10]=[C:9]([C:17]([O:19][CH2:20][CH3:21])=[O:18])[C:8](=[O:22])[C:7]=3[C:6]=2[CH:5]=[CH:4][C:3]=1[N:35]1[CH2:34][CH2:33][N:32]([C:27]2[CH:28]=[CH:29][C:30]([CH3:31])=[C:25]([F:24])[CH:26]=2)[CH2:37][CH2:36]1, predict the reactants needed to synthesize it. The reactants are: [F:1][C:2]1[C:15]2[N:14]=[CH:13][C:12]3[N:11]([CH3:16])[CH:10]=[C:9]([C:17]([O:19][CH2:20][CH3:21])=[O:18])[C:8](=[O:22])[C:7]=3[C:6]=2[CH:5]=[CH:4][C:3]=1F.[F:24][C:25]1[CH:26]=[C:27]([N:32]2[CH2:37][CH2:36][NH:35][CH2:34][CH2:33]2)[CH:28]=[CH:29][C:30]=1[CH3:31].O.